From a dataset of Peptide-MHC class I binding affinity with 185,985 pairs from IEDB/IMGT. Regression. Given a peptide amino acid sequence and an MHC pseudo amino acid sequence, predict their binding affinity value. This is MHC class I binding data. (1) The peptide sequence is FQTKGLGISY. The MHC is HLA-B45:01 with pseudo-sequence HLA-B45:01. The binding affinity (normalized) is 0. (2) The peptide sequence is GRRGWEALKY. The MHC is HLA-A68:02 with pseudo-sequence HLA-A68:02. The binding affinity (normalized) is 0. (3) The peptide sequence is LLDAHIPQL. The MHC is HLA-B57:01 with pseudo-sequence HLA-B57:01. The binding affinity (normalized) is 0.0182. (4) The peptide sequence is FMIVNNFPV. The MHC is HLA-C07:02 with pseudo-sequence HLA-C07:02. The binding affinity (normalized) is 0.360. (5) The peptide sequence is LAYLAGWII. The MHC is HLA-B27:03 with pseudo-sequence HLA-B27:03. The binding affinity (normalized) is 0.0847. (6) The peptide sequence is RLYDYFTRV. The MHC is HLA-A03:01 with pseudo-sequence HLA-A03:01. The binding affinity (normalized) is 0. (7) The peptide sequence is CPTQGEATL. The MHC is HLA-B53:01 with pseudo-sequence HLA-B53:01. The binding affinity (normalized) is 0.723. (8) The peptide sequence is RLHGLSAFSL. The MHC is HLA-A02:01 with pseudo-sequence HLA-A02:01. The binding affinity (normalized) is 0.604. (9) The peptide sequence is LLEGEEERL. The MHC is HLA-A02:06 with pseudo-sequence HLA-A02:06. The binding affinity (normalized) is 0.0824. (10) The peptide sequence is AYFATPASV. The MHC is HLA-C14:02 with pseudo-sequence HLA-C14:02. The binding affinity (normalized) is 1.00.